From a dataset of Reaction yield outcomes from USPTO patents with 853,638 reactions. Predict the reaction yield, written as a fraction of the theoretical maximum amount of product (1.0 means a 100% yield; for example, 0.34 means a 34% yield). (1) The reactants are [C:1]1(=[O:8])[CH2:6][CH2:5][CH2:4][C:3](=[O:7])[CH2:2]1.[Br:9]([O-])(=O)=O.[K+]. The catalyst is Br.O. The product is [Br:9][CH:2]1[C:3](=[O:7])[CH2:4][CH2:5][CH2:6][C:1]1=[O:8]. The yield is 0.760. (2) The reactants are [CH3:1][O:2][C:3]1[CH:4]=[C:5]([Mg]Br)[CH:6]=[CH:7][C:8]=1[O:9][CH3:10].[C:13]1(=[O:23])[O:18][C:16](=[O:17])[C@H:15]2[CH2:19][CH:20]=[CH:21][CH2:22][C@@H:14]12.[NH4+].[Cl-].Cl. The catalyst is C1COCC1.C(Cl)Cl. The product is [CH3:1][O:2][C:3]1[CH:4]=[C:5]([CH:6]=[CH:7][C:8]=1[O:9][CH3:10])[C:13]([CH:14]1[CH:15]([C:16]([OH:18])=[O:17])[CH2:19][CH:20]=[CH:21][CH2:22]1)=[O:23]. The yield is 0.100. (3) The catalyst is O.C(OCC)(=O)C. The yield is 0.830. The product is [N:15]1[CH:20]=[CH:19][CH:18]=[CH:17][C:16]=1[CH2:21][O:6][C:7]1[CH:14]=[CH:13][C:10]([CH:11]=[O:12])=[CH:9][CH:8]=1. The reactants are CN(C)C=O.[OH:6][C:7]1[CH:14]=[CH:13][C:10]([CH:11]=[O:12])=[CH:9][CH:8]=1.[N:15]1[CH:20]=[CH:19][CH:18]=[CH:17][C:16]=1[CH2:21]Cl.C(=O)([O-])[O-].[K+].[K+]. (4) The reactants are [CH3:1][O:2][C:3]1[CH:8]=[CH:7][C:6]([C:9]2[O:10][C:11]3[C:16]([C:17](=S)[CH:18]=2)=[CH:15][CH:14]=[C:13]([O:20][CH2:21][CH2:22][CH2:23][N:24]2[CH2:29][CH2:28][O:27][CH2:26][CH2:25]2)[CH:12]=3)=[CH:5][CH:4]=1.Cl.[NH2:31][OH:32]. The catalyst is N1C=CC=CC=1. The product is [CH3:1][O:2][C:3]1[CH:8]=[CH:7][C:6]([C:9]2[O:10][C:11]3[C:16]([C:17](=[N:31][OH:32])[CH:18]=2)=[CH:15][CH:14]=[C:13]([O:20][CH2:21][CH2:22][CH2:23][N:24]2[CH2:29][CH2:28][O:27][CH2:26][CH2:25]2)[CH:12]=3)=[CH:5][CH:4]=1. The yield is 0.355. (5) The reactants are [NH:1]1[C:9]2[C:4](=[CH:5][C:6]([C:10]([OH:12])=[O:11])=[CH:7][CH:8]=2)[CH:3]=[CH:2]1.[H-].[Na+].Cl[CH2:16][C:17]1[C:26]2[C:21](=[CH:22][CH:23]=[CH:24][CH:25]=2)[N:20]=[C:19]([CH3:27])[CH:18]=1.Cl. The catalyst is CN(C=O)C. The product is [CH3:27][C:19]1[CH:18]=[C:17]([CH2:16][N:1]2[C:9]3[C:4](=[CH:5][C:6]([C:10]([OH:12])=[O:11])=[CH:7][CH:8]=3)[CH:3]=[CH:2]2)[C:26]2[CH2:25][CH:24]=[CH:23][CH2:22][C:21]=2[N:20]=1. The yield is 0.690. (6) The yield is 0.880. The reactants are [Cl:1][C:2]1[CH:7]=[C:6]([F:8])[CH:5]=[CH:4][C:3]=1[C:9]([C:11]1[C:16]([F:17])=[C:15]([C:18]2[CH:19]=[N:20][CH:21]=[N:22][CH:23]=2)[CH:14]=[CH:13][N:12]=1)=O.Cl.[NH2:25][OH:26]. The catalyst is N1C=CC=CC=1. The product is [Cl:1][C:2]1[CH:7]=[C:6]([F:8])[CH:5]=[CH:4][C:3]=1/[C:9](/[C:11]1[C:16]([F:17])=[C:15]([C:18]2[CH:19]=[N:20][CH:21]=[N:22][CH:23]=2)[CH:14]=[CH:13][N:12]=1)=[N:25]/[OH:26]. (7) The reactants are [Br:1][C:2]1[C:3]([O:12][CH3:13])=[CH:4][C:5]([CH:9]([CH3:11])[CH3:10])=[C:6]([OH:8])[CH:7]=1.C([O-])([O-])=O.[K+].[K+].I[CH2:21][C:22]#[N:23]. The catalyst is CN(C)C=O.O. The product is [Br:1][C:2]1[C:3]([O:12][CH3:13])=[CH:4][C:5]([CH:9]([CH3:11])[CH3:10])=[C:6]([CH:7]=1)[O:8][CH2:21][C:22]#[N:23]. The yield is 0.630.